From a dataset of NCI-60 drug combinations with 297,098 pairs across 59 cell lines. Regression. Given two drug SMILES strings and cell line genomic features, predict the synergy score measuring deviation from expected non-interaction effect. (1) Drug 1: CNC(=O)C1=NC=CC(=C1)OC2=CC=C(C=C2)NC(=O)NC3=CC(=C(C=C3)Cl)C(F)(F)F. Drug 2: C1CNP(=O)(OC1)N(CCCl)CCCl. Cell line: A498. Synergy scores: CSS=-0.449, Synergy_ZIP=1.61, Synergy_Bliss=-0.585, Synergy_Loewe=-1.11, Synergy_HSA=-3.88. (2) Drug 1: C1C(C(OC1N2C=C(C(=O)NC2=O)F)CO)O. Drug 2: CC1=C2C(C(=O)C3(C(CC4C(C3C(C(C2(C)C)(CC1OC(=O)C(C(C5=CC=CC=C5)NC(=O)OC(C)(C)C)O)O)OC(=O)C6=CC=CC=C6)(CO4)OC(=O)C)O)C)O. Cell line: KM12. Synergy scores: CSS=26.7, Synergy_ZIP=1.85, Synergy_Bliss=5.84, Synergy_Loewe=0.237, Synergy_HSA=2.17. (3) Cell line: HOP-92. Drug 2: C(=O)(N)NO. Synergy scores: CSS=16.7, Synergy_ZIP=-6.25, Synergy_Bliss=1.05, Synergy_Loewe=-4.38, Synergy_HSA=2.46. Drug 1: CC(CN1CC(=O)NC(=O)C1)N2CC(=O)NC(=O)C2. (4) Drug 1: C1CCC(C1)C(CC#N)N2C=C(C=N2)C3=C4C=CNC4=NC=N3. Drug 2: C1CC(=O)NC(=O)C1N2CC3=C(C2=O)C=CC=C3N. Cell line: M14. Synergy scores: CSS=-8.19, Synergy_ZIP=5.22, Synergy_Bliss=3.81, Synergy_Loewe=-5.14, Synergy_HSA=-5.75.